Dataset: Forward reaction prediction with 1.9M reactions from USPTO patents (1976-2016). Task: Predict the product of the given reaction. (1) Given the reactants C1[N:6](CCO)[CH2:5][CH2:4][N:3]([CH2:10]CS(O)(=O)=O)C1.[Na+].[Cl-].C(S)[C@@H](O)[C@H:20]([OH:23])[CH2:21]S.CCCCCCCCCCCC[O:38]S([O-])(=O)=O.[Na+], predict the reaction product. The product is: [CH:4]1[N:3]=[CH:10][NH:6][C:5]=1[CH2:21][C:20]([OH:23])=[O:38]. (2) Given the reactants [NH:1]1[C:10]2[C:5](=[CH:6][CH:7]=[CH:8][CH:9]=2)[CH2:4][CH2:3][CH:2]1C=O.[CH:13]1([NH2:23])[C:22]2[C:17](=[CH:18][CH:19]=[CH:20][CH:21]=2)[CH2:16][CH2:15][CH2:14]1.[CH3:24]O, predict the reaction product. The product is: [NH:1]1[C:10]2[C:5](=[CH:6][CH:7]=[CH:8][C:9]=2[CH:24]=[N:23][CH:13]2[C:22]3[C:17](=[CH:18][CH:19]=[CH:20][CH:21]=3)[CH2:16][CH2:15][CH2:14]2)[CH2:4][CH2:3][CH2:2]1.